This data is from Reaction yield outcomes from USPTO patents with 853,638 reactions. The task is: Predict the reaction yield, written as a fraction of the theoretical maximum amount of product (1.0 means a 100% yield; for example, 0.34 means a 34% yield). The reactants are [Cl:1][C:2]1[CH:7]=[CH:6][C:5]([C:8]2([OH:14])[CH2:13][CH2:12][NH:11][CH2:10][CH2:9]2)=[CH:4][C:3]=1[N+:15]([O-:17])=[O:16].N1C(C)=CC=CC=1C.[I-].[K+].Br[CH2:29][CH2:30][CH:31]=[C:32]1[C:38]2[CH:39]=[CH:40][CH:41]=[N:42][C:37]=2[CH2:36][O:35][C:34]2[CH:43]=[CH:44][C:45]([C:47]([OH:50])([CH3:49])[CH3:48])=[CH:46][C:33]1=2. The catalyst is C(O)(C)C. The product is [Cl:1][C:2]1[CH:7]=[CH:6][C:5]([C:8]2([OH:14])[CH2:13][CH2:12][N:11]([CH2:29][CH2:30][CH:31]=[C:32]3[C:38]4[CH:39]=[CH:40][CH:41]=[N:42][C:37]=4[CH2:36][O:35][C:34]4[CH:43]=[CH:44][C:45]([C:47]([OH:50])([CH3:49])[CH3:48])=[CH:46][C:33]3=4)[CH2:10][CH2:9]2)=[CH:4][C:3]=1[N+:15]([O-:17])=[O:16]. The yield is 0.300.